From a dataset of CYP2D6 inhibition data for predicting drug metabolism from PubChem BioAssay. Regression/Classification. Given a drug SMILES string, predict its absorption, distribution, metabolism, or excretion properties. Task type varies by dataset: regression for continuous measurements (e.g., permeability, clearance, half-life) or binary classification for categorical outcomes (e.g., BBB penetration, CYP inhibition). Dataset: cyp2d6_veith. (1) The molecule is Cc1ccc2c(c1)C1CN(C)CCC1N2C(=O)Nc1cccc(Cl)c1. The result is 1 (inhibitor). (2) The result is 0 (non-inhibitor). The molecule is COC(=O)Cn1nc(-c2ccccc2)n(-c2ccccc2)c1=S. (3) The compound is COc1ccc(NC(=O)CN2c3cccc4cccc(c34)S2(=O)=O)cc1. The result is 0 (non-inhibitor).